Dataset: Reaction yield outcomes from USPTO patents with 853,638 reactions. Task: Predict the reaction yield, written as a fraction of the theoretical maximum amount of product (1.0 means a 100% yield; for example, 0.34 means a 34% yield). (1) The reactants are [CH3:1][N:2](C=O)C.CI.CN(C)[CH2:10][C:11]1[C:19]2[C:14](=[CH:15][C:16]([N+:20]([O-:22])=[O:21])=[CH:17][CH:18]=2)[NH:13][CH:12]=1.[C-]#N.[K+]. The catalyst is O.C1COCC1. The product is [N+:20]([C:16]1[CH:15]=[C:14]2[C:19]([C:11]([CH2:10][C:1]#[N:2])=[CH:12][NH:13]2)=[CH:18][CH:17]=1)([O-:22])=[O:21]. The yield is 0.360. (2) The reactants are [C:1]([C:5]1[N:6]([CH3:17])[C:7]2[C:12]([CH:13]=1)=[CH:11][C:10]([N+:14]([O-])=O)=[CH:9][CH:8]=2)([CH3:4])([CH3:3])[CH3:2]. The catalyst is CO.[Ni]. The product is [C:1]([C:5]1[N:6]([CH3:17])[C:7]2[C:12]([CH:13]=1)=[CH:11][C:10]([NH2:14])=[CH:9][CH:8]=2)([CH3:4])([CH3:2])[CH3:3]. The yield is 0.660. (3) The reactants are C(Cl)(=O)C(Cl)=O.CS(C)=O.[C:11]([Si:15]([CH3:26])([CH3:25])[O:16][CH2:17][CH2:18][C:19]([CH3:24])([CH3:23])[CH2:20][CH2:21][OH:22])([CH3:14])([CH3:13])[CH3:12].C(N(CC)CC)C. The catalyst is ClCCl.O. The product is [C:11]([Si:15]([CH3:26])([CH3:25])[O:16][CH2:17][CH2:18][C:19]([CH3:24])([CH3:23])[CH2:20][CH:21]=[O:22])([CH3:14])([CH3:13])[CH3:12]. The yield is 0.710. (4) The yield is 0.660. The catalyst is C1COCC1. The product is [C:20]1([Si:19]([C:24]2[CH:25]=[CH:9][CH:8]=[CH:7][CH:12]=2)([C:22]2[CH:13]=[CH:14][CH:2]=[CH:3][CH:23]=2)[C:2]2[CH:3]=[CH:4][C:5]3[NH:6][C:7]4[C:12]([C:13]=3[CH:14]=2)=[CH:11][C:10]([Si:32]([C:45]2[CH:50]=[CH:49][CH:48]=[CH:47][CH:46]=2)([C:39]2[CH:44]=[CH:43][CH:42]=[CH:41][CH:40]=2)[C:33]2[CH:38]=[CH:37][CH:36]=[CH:35][CH:34]=2)=[CH:9][CH:8]=4)[CH:29]=[CH:28][CH:27]=[CH:26][CH:21]=1. The reactants are Br[C:2]1[CH:3]=[CH:4][C:5]2[NH:6][C:7]3[C:12]([C:13]=2[CH:14]=1)=[CH:11][C:10](Br)=[CH:9][CH:8]=3.[H-].[Na+].Cl[Si:19]([CH2:24][CH3:25])([CH2:22][CH3:23])[CH2:20][CH3:21].[CH2:26]([Li])[CH2:27][CH2:28][CH3:29].Cl[Si:32]([C:45]1[CH:50]=[CH:49][CH:48]=[CH:47][CH:46]=1)([C:39]1[CH:44]=[CH:43][CH:42]=[CH:41][CH:40]=1)[C:33]1[CH:38]=[CH:37][CH:36]=[CH:35][CH:34]=1.[Cl-].[NH4+]. (5) The reactants are [C:1]([O:5][C:6](=[O:25])[C:7]1[CH:12]=[CH:11][C:10]([CH2:13][NH:14][C:15](=[O:24])[C:16]2[CH:21]=[C:20]([Br:22])[CH:19]=[CH:18][C:17]=2[I:23])=[CH:9][CH:8]=1)([CH3:4])([CH3:3])[CH3:2].[CH2:26](I)[CH:27]=[CH2:28].C(=O)([O-])[O-].[Cs+].[Cs+]. The catalyst is C(OCC)(=O)C. The product is [C:1]([O:5][C:6](=[O:25])[C:7]1[CH:8]=[CH:9][C:10]([CH2:13][N:14]([CH2:28][CH:27]=[CH2:26])[C:15](=[O:24])[C:16]2[CH:21]=[C:20]([Br:22])[CH:19]=[CH:18][C:17]=2[I:23])=[CH:11][CH:12]=1)([CH3:4])([CH3:2])[CH3:3]. The yield is 0.782. (6) The reactants are [NH2:1][CH:2]1[CH:6]([C:7]2[CH:12]=[CH:11][C:10]([Cl:13])=[C:9]([Cl:14])[CH:8]=2)[CH2:5][N:4]([C:15]([CH:17]2[CH2:22][CH2:21][N:20]([C:23]([C:25]3([CH3:28])[CH2:27][CH2:26]3)=[O:24])[CH2:19][CH2:18]2)=[O:16])[CH2:3]1.[CH3:29][C:30]([CH3:32])=O.C(O[BH-](OC(=O)C)OC(=O)C)(=O)C.[Na+].C(O)(=O)C. The catalyst is ClCCl. The product is [Cl:14][C:9]1[CH:8]=[C:7]([C@H:6]2[C@H:2]([NH:1][CH:30]([CH3:32])[CH3:29])[CH2:3][N:4]([C:15]([CH:17]3[CH2:22][CH2:21][N:20]([C:23]([C:25]4([CH3:28])[CH2:27][CH2:26]4)=[O:24])[CH2:19][CH2:18]3)=[O:16])[CH2:5]2)[CH:12]=[CH:11][C:10]=1[Cl:13]. The yield is 0.720. (7) The reactants are [CH2:1]([O:3][C:4](=[O:24])[CH:5]([C:10]1[CH:15]=[C:14]([C:16]([F:19])([F:18])[F:17])[C:13]([OH:20])=[C:12]([N+:21]([O-:23])=[O:22])[CH:11]=1)[CH2:6][CH:7]([CH3:9])[CH3:8])[CH3:2].[CH:25]1([CH2:28]O)[CH2:27][CH2:26]1.C1(P(C2C=CC=CC=2)C2C=CC=CC=2)C=CC=CC=1.N(C(OCC)=O)=NC(OCC)=O. The catalyst is C1COCC1. The product is [CH2:1]([O:3][C:4](=[O:24])[CH:5]([C:10]1[CH:15]=[C:14]([C:16]([F:18])([F:19])[F:17])[C:13]([O:20][CH2:28][CH:25]2[CH2:27][CH2:26]2)=[C:12]([N+:21]([O-:23])=[O:22])[CH:11]=1)[CH2:6][CH:7]([CH3:9])[CH3:8])[CH3:2]. The yield is 0.610. (8) The reactants are [C:1]([O:4][CH2:5][C:6]1[NH:7][CH:8]=[C:9]([O:13][CH2:14][C:15]2[CH:20]=[CH:19][C:18]([O:21][CH3:22])=[CH:17][CH:16]=2)[C:10](=[O:12])[CH:11]=1)(=[O:3])[CH3:2].C(N(CC)CC)C.[F:30][C:31]([F:44])([F:43])[S:32](O[S:32]([C:31]([F:44])([F:43])[F:30])(=[O:34])=[O:33])(=[O:34])=[O:33].O. The catalyst is ClCCl. The product is [C:1]([O:4][CH2:5][C:6]1[CH:11]=[C:10]([O:12][S:32]([C:31]([F:44])([F:43])[F:30])(=[O:34])=[O:33])[C:9]([O:13][CH2:14][C:15]2[CH:16]=[CH:17][C:18]([O:21][CH3:22])=[CH:19][CH:20]=2)=[CH:8][N:7]=1)(=[O:3])[CH3:2]. The yield is 0.700.